Dataset: Full USPTO retrosynthesis dataset with 1.9M reactions from patents (1976-2016). Task: Predict the reactants needed to synthesize the given product. (1) Given the product [NH2:1][C:4]1[CH:9]=[CH:8][C:7]([N:10]2[CH2:15][CH2:14][O:13][CH2:12][C:11]2=[O:16])=[C:6]([C:17]([F:20])([F:19])[F:18])[CH:5]=1, predict the reactants needed to synthesize it. The reactants are: [N+:1]([C:4]1[CH:9]=[CH:8][C:7]([N:10]2[CH2:15][CH2:14][O:13][CH2:12][C:11]2=[O:16])=[C:6]([C:17]([F:20])([F:19])[F:18])[CH:5]=1)([O-])=O.[H][H]. (2) Given the product [N:17]1[CH:22]=[CH:21][CH:20]=[CH:19][C:18]=1[CH2:23][S:15][C:13]1[O:14][C:10]([C:7]2[CH:8]=[CH:9][C:4]3[NH:3][CH:2]=[N:1][C:5]=3[CH:6]=2)=[N:11][N:12]=1, predict the reactants needed to synthesize it. The reactants are: [NH:1]1[C:5]2[CH:6]=[C:7]([C:10]3[O:14][C:13]([SH:15])=[N:12][N:11]=3)[CH:8]=[CH:9][C:4]=2[N:3]=[CH:2]1.Cl.[N:17]1[CH:22]=[CH:21][CH:20]=[CH:19][C:18]=1[CH2:23]Cl. (3) Given the product [F:23][C:6]1[C:7]([C:10]2[CH2:15][CH2:14][NH:13][CH2:12][CH:11]=2)=[N:8][CH:9]=[C:4]([CH2:3][C@@H:2]([OH:1])[CH2:24][OH:25])[CH:5]=1, predict the reactants needed to synthesize it. The reactants are: [OH:1][C@@H:2]([CH2:24][OH:25])[CH2:3][C:4]1[CH:5]=[C:6]([F:23])[C:7]([C:10]2[CH2:15][CH2:14][N:13](C(OC(C)(C)C)=O)[CH2:12][CH:11]=2)=[N:8][CH:9]=1.Cl.C(OCC)C.